From a dataset of Reaction yield outcomes from USPTO patents with 853,638 reactions. Predict the reaction yield, written as a fraction of the theoretical maximum amount of product (1.0 means a 100% yield; for example, 0.34 means a 34% yield). (1) The product is [CH:9]1[C:8]2[C:2]([C:24]3[CH:25]=[CH:26][C:21]([C:19]([O:18][CH3:17])=[O:20])=[CH:22][CH:23]=3)=[N:3][C:4]3[CH:16]=[CH:15][CH:14]=[CH:13][C:5]=3[O:6][C:7]=2[CH:12]=[CH:11][CH:10]=1. The yield is 0.990. The catalyst is COCCOC.C1C=CC([P]([Pd]([P](C2C=CC=CC=2)(C2C=CC=CC=2)C2C=CC=CC=2)([P](C2C=CC=CC=2)(C2C=CC=CC=2)C2C=CC=CC=2)[P](C2C=CC=CC=2)(C2C=CC=CC=2)C2C=CC=CC=2)(C2C=CC=CC=2)C2C=CC=CC=2)=CC=1. The reactants are Cl[C:2]1=[N:3][C:4]2[CH:16]=[CH:15][CH:14]=[CH:13][C:5]=2[O:6][C:7]2[CH:12]=[CH:11][CH:10]=[CH:9][C:8]1=2.[CH3:17][O:18][C:19]([C:21]1[CH:26]=[CH:25][C:24](B(O)O)=[CH:23][CH:22]=1)=[O:20].C([O-])([O-])=O.[Na+].[Na+].CCOC(C)=O. (2) The reactants are [H-].[Al+3].[Li+].[H-].[H-].[H-].[Cl:7][C:8]1[CH:13]=[CH:12][CH:11]=[C:10]([F:14])[C:9]=1[C:15]1[N:19]=[C:18]([CH3:20])[N:17]([C:21]2[CH:31]=[CH:30][C:24]([C:25](OCC)=[O:26])=[CH:23][CH:22]=2)[N:16]=1.C(OCC)(=O)C.[OH-].[Na+]. The catalyst is C1COCC1. The product is [Cl:7][C:8]1[CH:13]=[CH:12][CH:11]=[C:10]([F:14])[C:9]=1[C:15]1[N:19]=[C:18]([CH3:20])[N:17]([C:21]2[CH:31]=[CH:30][C:24]([CH2:25][OH:26])=[CH:23][CH:22]=2)[N:16]=1. The yield is 0.930. (3) The reactants are Cl[C:2]1[N:3]=[N:4][CH:5]=[C:6]([O:8][CH3:9])[CH:7]=1.[CH2:10]([O:17][C:18]1[CH:23]=[CH:22][C:21]([CH:24]=[O:25])=[CH:20][C:19]=1B(O)O)[C:11]1[CH:16]=[CH:15][CH:14]=[CH:13][CH:12]=1. No catalyst specified. The product is [CH2:10]([O:17][C:18]1[CH:19]=[CH:20][C:21]([CH:24]=[O:25])=[CH:22][C:23]=1[C:2]1[N:3]=[N:4][CH:5]=[C:6]([O:8][CH3:9])[CH:7]=1)[C:11]1[CH:12]=[CH:13][CH:14]=[CH:15][CH:16]=1. The yield is 0.580. (4) The catalyst is CC(O)C. The product is [CH3:15][N:16]([C:18]1[CH:23]=[CH:22][CH:21]=[CH:20][CH:19]=1)[N:17]=[CH:8][C:7]1[C:6](=[CH:5][C:4]([N:3]([CH2:13][CH3:14])[CH2:1][CH3:2])=[CH:11][CH:10]=1)[OH:12]. The reactants are [CH2:1]([N:3]([CH2:13][CH3:14])[C:4]1[CH:5]=[C:6]([OH:12])[C:7](=[CH:10][CH:11]=1)[CH:8]=O)[CH3:2].[CH3:15][N:16]([C:18]1[CH:23]=[CH:22][CH:21]=[CH:20][CH:19]=1)[NH2:17]. The yield is 0.840. (5) The product is [N:21]1[C:22]2[C:27](=[CH:26][CH:25]=[CH:24][CH:23]=2)[CH:28]=[CH:29][C:20]=1[N:17]1[CH2:18][CH2:19][CH:14]([O:13][C:8]2[C:7]([N:1]3[CH2:2][CH2:3][N:4]([C:37](=[O:39])[CH3:38])[CH2:5][CH2:6]3)=[N:12][CH:11]=[CH:10][N:9]=2)[CH2:15][CH2:16]1. The reactants are [N:1]1([C:7]2[C:8]([O:13][CH:14]3[CH2:19][CH2:18][N:17]([C:20]4[CH:29]=[CH:28][C:27]5[C:22](=[CH:23][CH:24]=[CH:25][CH:26]=5)[N:21]=4)[CH2:16][CH2:15]3)=[N:9][CH:10]=[CH:11][N:12]=2)[CH2:6][CH2:5][NH:4][CH2:3][CH2:2]1.CCN(CC)CC.[C:37](Cl)(=[O:39])[CH3:38]. The yield is 0.780. The catalyst is C(Cl)Cl.